From a dataset of Reaction yield outcomes from USPTO patents with 853,638 reactions. Predict the reaction yield, written as a fraction of the theoretical maximum amount of product (1.0 means a 100% yield; for example, 0.34 means a 34% yield). (1) The reactants are Cl[C:2]1[C:11]2[C:6](=[CH:7][CH:8]=[CH:9][CH:10]=2)[C:5]([NH:12][C:13]2[CH:18]=[CH:17][CH:16]=[C:15]([C:19]3[N:23]([CH3:24])[C:22]([CH3:25])=[N:21][CH:20]=3)[CH:14]=2)=[N:4][N:3]=1.[NH2:26][C:27]1[CH:32]=[CH:31][CH:30]=[CH:29][CH:28]=1. The catalyst is N1C=CC=CC=1. The product is [CH3:24][N:23]1[C:19]([C:15]2[CH:14]=[C:13]([NH:12][C:5]3[C:6]4[C:11](=[CH:10][CH:9]=[CH:8][CH:7]=4)[C:2]([NH:26][C:27]4[CH:32]=[CH:31][CH:30]=[CH:29][CH:28]=4)=[N:3][N:4]=3)[CH:18]=[CH:17][CH:16]=2)=[CH:20][N:21]=[C:22]1[CH3:25]. The yield is 0.400. (2) The reactants are [CH3:1][S:2]([NH:5][C:6]1[CH:11]=[CH:10][C:9](B(O)O)=[CH:8][CH:7]=1)(=[O:4])=[O:3].I[C:16]1[C:24]2[C:19](=[N:20][CH:21]=[N:22][C:23]=2[NH2:25])[N:18]([CH:26]([CH3:28])[CH3:27])[N:17]=1.C([O-])([O-])=O.[Na+].[Na+]. The catalyst is CCO.COCCOC.C1C=CC([P]([Pd]([P](C2C=CC=CC=2)(C2C=CC=CC=2)C2C=CC=CC=2)([P](C2C=CC=CC=2)(C2C=CC=CC=2)C2C=CC=CC=2)[P](C2C=CC=CC=2)(C2C=CC=CC=2)C2C=CC=CC=2)(C2C=CC=CC=2)C2C=CC=CC=2)=CC=1. The product is [NH2:25][C:23]1[N:22]=[CH:21][N:20]=[C:19]2[N:18]([CH:26]([CH3:28])[CH3:27])[N:17]=[C:16]([C:9]3[CH:10]=[CH:11][C:6]([NH:5][S:2]([CH3:1])(=[O:4])=[O:3])=[CH:7][CH:8]=3)[C:24]=12. The yield is 0.0300.